This data is from TCR-epitope binding with 47,182 pairs between 192 epitopes and 23,139 TCRs. The task is: Binary Classification. Given a T-cell receptor sequence (or CDR3 region) and an epitope sequence, predict whether binding occurs between them. (1) The epitope is VLWAHGFEL. The TCR CDR3 sequence is CASSEGDGYTF. Result: 1 (the TCR binds to the epitope). (2) The epitope is SLFNTVATLY. The TCR CDR3 sequence is CASSFITSGFPYEQYF. Result: 0 (the TCR does not bind to the epitope). (3) The epitope is VLWAHGFEL. The TCR CDR3 sequence is CASSLGTAYEQYF. Result: 1 (the TCR binds to the epitope). (4) The epitope is FLNGSCGSV. The TCR CDR3 sequence is CASSQTGGKTYEQYF. Result: 0 (the TCR does not bind to the epitope). (5) The epitope is TSDLATNNLVVMAY. The TCR CDR3 sequence is CASSPTYLPYEQYF. Result: 0 (the TCR does not bind to the epitope). (6) The epitope is RQLLFVVEV. The TCR CDR3 sequence is CASSQGEGELVTEAFF. Result: 1 (the TCR binds to the epitope). (7) The epitope is KLGGALQAK. The TCR CDR3 sequence is CASSYGGQRASYEQYF. Result: 1 (the TCR binds to the epitope). (8) Result: 1 (the TCR binds to the epitope). The epitope is WICLLQFAY. The TCR CDR3 sequence is CASNNQETQYF. (9) The epitope is HTDFSSEIIGY. The TCR CDR3 sequence is CSVEDLIGNTGELFF. Result: 0 (the TCR does not bind to the epitope). (10) The epitope is SEVGPEHSLAEY. The TCR CDR3 sequence is CASSQSGTYNEQFF. Result: 0 (the TCR does not bind to the epitope).